Dataset: Reaction yield outcomes from USPTO patents with 853,638 reactions. Task: Predict the reaction yield, written as a fraction of the theoretical maximum amount of product (1.0 means a 100% yield; for example, 0.34 means a 34% yield). (1) The reactants are [NH2:1][C@@H:2]([C@H:6]([OH:10])[CH:7]([CH3:9])[CH3:8])[C:3]([OH:5])=[O:4].[C:11]([O-:14])(O)=[O:12].[Na+].[C:16]1([CH2:22][CH2:23][CH2:24][CH2:25][CH2:26]C2C(=O)N(C([O-])=O)C=CC=2)[CH:21]=[CH:20][CH:19]=[CH:18][CH:17]=1. The catalyst is O.C1COCC1. The product is [OH:10][C@H:6]([CH:7]([CH3:9])[CH3:8])[C@H:2]([NH:1][C:11]([O:14][CH2:26][CH2:25][CH2:24][CH2:23][CH2:22][C:16]1[CH:21]=[CH:20][CH:19]=[CH:18][CH:17]=1)=[O:12])[C:3]([OH:5])=[O:4]. The yield is 0.410. (2) The reactants are [C:1]([C:5]1[CH:9]=[C:8]([NH:10][C:11]([NH:13][C:14]2[CH:19]=[C:18]([C:20]3[C:31](=[O:32])[N:30]([CH3:33])[C:23]4[N:24]=[C:25](SC)[N:26]=[CH:27][C:22]=4[CH:21]=3)[C:17]([Cl:34])=[CH:16][C:15]=2[F:35])=[O:12])[O:7][N:6]=1)([CH3:4])([CH3:3])[CH3:2].[CH3:36][NH2:37]. No catalyst specified. The product is [C:1]([C:5]1[CH:9]=[C:8]([NH:10][C:11]([NH:13][C:14]2[CH:19]=[C:18]([C:20]3[C:31](=[O:32])[N:30]([CH3:33])[C:23]4[N:24]=[C:25]([NH:37][CH3:36])[N:26]=[CH:27][C:22]=4[CH:21]=3)[C:17]([Cl:34])=[CH:16][C:15]=2[F:35])=[O:12])[O:7][N:6]=1)([CH3:4])([CH3:3])[CH3:2]. The yield is 0.500.